From a dataset of Full USPTO retrosynthesis dataset with 1.9M reactions from patents (1976-2016). Predict the reactants needed to synthesize the given product. (1) Given the product [CH2:1]([O:3][C:4](=[O:28])[CH2:5][C:6]1[CH:11]=[CH:10][C:9]([O:12][CH3:13])=[C:8]([O:14][C:15]2[CH:20]=[CH:19][C:18]([NH:21][C:37]([NH:36][CH2:29][C:30]3[CH:35]=[CH:34][CH:33]=[CH:32][CH:31]=3)=[O:38])=[CH:17][C:16]=2[CH2:22][S:23][C:24]([CH3:27])([CH3:26])[CH3:25])[CH:7]=1)[CH3:2], predict the reactants needed to synthesize it. The reactants are: [CH2:1]([O:3][C:4](=[O:28])[CH2:5][C:6]1[CH:11]=[CH:10][C:9]([O:12][CH3:13])=[C:8]([O:14][C:15]2[CH:20]=[CH:19][C:18]([NH2:21])=[CH:17][C:16]=2[CH2:22][S:23][C:24]([CH3:27])([CH3:26])[CH3:25])[CH:7]=1)[CH3:2].[CH2:29]([N:36]=[C:37]=[O:38])[C:30]1[CH:35]=[CH:34][CH:33]=[CH:32][CH:31]=1. (2) Given the product [C:20]([C:13]1[CH:14]=[C:15]2[C:10](=[CH:11][CH:12]=1)[NH:9][CH:8]([C:3]1[CH:4]=[CH:5][CH:6]=[CH:7][C:2]=1[NH:1][S:29]([CH3:28])(=[O:31])=[O:30])[CH2:17][C:16]2([CH3:18])[CH3:19])#[N:21], predict the reactants needed to synthesize it. The reactants are: [NH2:1][C:2]1[CH:7]=[CH:6][CH:5]=[CH:4][C:3]=1[CH:8]1[CH2:17][C:16]([CH3:19])([CH3:18])[C:15]2[C:10](=[CH:11][CH:12]=[C:13]([C:20]#[N:21])[CH:14]=2)[NH:9]1.N1C=CC=CC=1.[CH3:28][S:29](Cl)(=[O:31])=[O:30]. (3) Given the product [OH:28][C:11]1[CH:16]=[C:15]2[C:31]([NH:30][CH:32]=[C:14]2[CH2:9][C@@H:8]([C:1]([OH:3])=[O:4])[NH2:7])=[CH:13][CH:12]=1, predict the reactants needed to synthesize it. The reactants are: [C:1](=[O:4])([O-:3])N.N1[CH:9]=[CH:8][N:7]=C1.[Si](Cl)(C(C)(C)C)([C:11]1[CH:16]=[CH:15][CH:14]=[CH:13][CH:12]=1)[C:11]1[CH:16]=[CH:15][CH:14]=[CH:13][CH:12]=1.[OH2:28].C[N:30]([CH:32]=O)[CH3:31]. (4) The reactants are: [CH2:1]([O:8][C:9](=[O:41])[N:10]([C@H:12]([C:14](=[O:40])[NH:15][C:16]1[C:17](=[O:39])[N:18]([CH2:23][C:24]2[CH:25]=[N:26][CH:27]=[C:28]([C:30](=[O:38])[C:31]3[CH:36]=[CH:35][C:34]([F:37])=[CH:33][CH:32]=3)[CH:29]=2)[C:19](Br)=[CH:20][CH:21]=1)[CH3:13])[CH3:11])[C:2]1[CH:7]=[CH:6][CH:5]=[CH:4][CH:3]=1.[C:42]1(B(O)O)[CH:47]=[CH:46][CH:45]=[CH:44][CH:43]=1.C([O-])([O-])=O.[Na+].[Na+]. Given the product [CH2:1]([O:8][C:9](=[O:41])[N:10]([C@H:12]([C:14](=[O:40])[NH:15][C:16]1[C:17](=[O:39])[N:18]([CH2:23][C:24]2[CH:25]=[N:26][CH:27]=[C:28]([C:30](=[O:38])[C:31]3[CH:36]=[CH:35][C:34]([F:37])=[CH:33][CH:32]=3)[CH:29]=2)[C:19]([C:42]2[CH:47]=[CH:46][CH:45]=[CH:44][CH:43]=2)=[CH:20][CH:21]=1)[CH3:13])[CH3:11])[C:2]1[CH:7]=[CH:6][CH:5]=[CH:4][CH:3]=1, predict the reactants needed to synthesize it. (5) Given the product [N:29]1([C:32]2[CH:33]=[CH:34][C:35]([NH:36][C:2]3[C:11]4=[N:12][NH:13][CH:14]=[C:10]4[C:9]4[CH:8]=[C:7]([C:24]#[N:25])[CH:6]=[CH:5][C:4]=4[N:3]=3)=[CH:37][CH:38]=2)[CH2:28][CH2:27][O:26][CH2:31][CH2:30]1, predict the reactants needed to synthesize it. The reactants are: Cl[C:2]1[C:11]2=[N:12][N:13](CC3C=CC(OC)=CC=3)[CH:14]=[C:10]2[C:9]2[CH:8]=[C:7]([C:24]#[N:25])[CH:6]=[CH:5][C:4]=2[N:3]=1.[O:26]1[CH2:31][CH2:30][N:29]([C:32]2[CH:38]=[CH:37][C:35]([NH2:36])=[CH:34][CH:33]=2)[CH2:28][CH2:27]1.Cl. (6) Given the product [C:1]([C:5]1[S:9][C:8](=[NH:10])[N:7]([CH2:15][CH2:14][O:13][CH3:12])[C:6]=1[CH3:11])([CH3:4])([CH3:3])[CH3:2], predict the reactants needed to synthesize it. The reactants are: [C:1]([C:5]1[S:9][C:8]([NH2:10])=[N:7][C:6]=1[CH3:11])([CH3:4])([CH3:3])[CH3:2].[CH3:12][O:13][CH2:14][CH2:15]Br. (7) Given the product [Cl:1][C:2]1[CH:25]=[CH:24][C:5]([CH2:6][N:7]2[C:15]3[C:10](=[CH:11][C:12](/[CH:16]=[C:17]4/[C:18](=[O:23])[N:19]([CH2:32][CH2:33][N:34]5[CH2:38][CH2:37][CH2:36][CH2:35]5)[C:20](=[O:22])[S:21]/4)=[CH:13][CH:14]=3)[CH:9]=[N:8]2)=[C:4]([C:26]([F:27])([F:29])[F:28])[CH:3]=1, predict the reactants needed to synthesize it. The reactants are: [Cl:1][C:2]1[CH:25]=[CH:24][C:5]([CH2:6][N:7]2[C:15]3[C:10](=[CH:11][C:12](/[CH:16]=[C:17]4/[C:18](=[O:23])[NH:19][C:20](=[O:22])[S:21]/4)=[CH:13][CH:14]=3)[CH:9]=[N:8]2)=[C:4]([C:26]([F:29])([F:28])[F:27])[CH:3]=1.Br.Br[CH2:32][CH2:33][N:34]1[CH2:38][CH2:37][CH2:36][CH2:35]1. (8) Given the product [F:1][C:2]1[CH:3]=[C:4]([CH2:15][O:16][C:17]2[CH:22]=[CH:21][C:20]([CH2:23][CH2:24][C:25]([OH:27])=[O:26])=[C:19]([CH3:30])[C:18]=2[CH3:31])[C:5]2[O:9][C:8]([C:10]([F:13])([F:11])[F:12])=[CH:7][C:6]=2[CH:14]=1, predict the reactants needed to synthesize it. The reactants are: [F:1][C:2]1[CH:3]=[C:4]([CH2:15][O:16][C:17]2[CH:22]=[CH:21][C:20]([CH2:23][CH2:24][C:25]([O:27]CC)=[O:26])=[C:19]([CH3:30])[C:18]=2[CH3:31])[C:5]2[O:9][C:8]([C:10]([F:13])([F:12])[F:11])=[CH:7][C:6]=2[CH:14]=1.O1CCCC1.[OH-].[Li+]. (9) Given the product [Br:1][C:2]1[CH:3]=[C:4]2[C:8](=[CH:9][C:10]=1[F:11])[NH:7][N:6]=[CH:5]2, predict the reactants needed to synthesize it. The reactants are: [Br:1][C:2]1[CH:3]=[C:4]2[C:8](=[CH:9][C:10]=1[F:11])[N:7](C(=O)C)[N:6]=[CH:5]2.[OH-].[Na+].